Dataset: Forward reaction prediction with 1.9M reactions from USPTO patents (1976-2016). Task: Predict the product of the given reaction. (1) Given the reactants [CH3:1][C:2]1[CH:3]=[C:4]([C:18]([OH:20])=O)[NH:5][C:6]=1[CH:7]=[C:8]1[C:16]2[C:11](=[CH:12][CH:13]=[CH:14][CH:15]=2)[NH:10][C:9]1=[O:17].[CH:21]([N:23]1[CH2:28][CH2:27][CH:26]([CH2:29][CH2:30][CH2:31][NH2:32])[CH2:25][CH2:24]1)=[O:22].Cl.CCN(CC)CC, predict the reaction product. The product is: [CH:21]([N:23]1[CH2:28][CH2:27][CH:26]([CH2:29][CH2:30][CH2:31][NH:32][C:18]([C:4]2[NH:5][C:6]([CH:7]=[C:8]3[C:16]4[C:11](=[CH:12][CH:13]=[CH:14][CH:15]=4)[NH:10][C:9]3=[O:17])=[C:2]([CH3:1])[CH:3]=2)=[O:20])[CH2:25][CH2:24]1)=[O:22]. (2) Given the reactants [Cl:1][C:2]1[CH:7]=[CH:6][CH:5]=[C:4]([Cl:8])[C:3]=1[CH2:9][S:10]([C:13]1[CH:14]=[C:15]2[C:19](=[CH:20][CH:21]=1)[NH:18][C:17](=[O:22])/[C:16]/2=[CH:23]\[C:24]1[NH:28][C:27]([CH3:29])=[C:26]([CH2:30][C:31](O)=[O:32])[C:25]=1[CH3:34])(=[O:12])=[O:11].[F:35][CH:36]1[CH2:41][CH2:40][CH2:39][N:38]([CH2:42][CH2:43][NH2:44])[CH2:37]1, predict the reaction product. The product is: [Cl:8][C:4]1[CH:5]=[CH:6][CH:7]=[C:2]([Cl:1])[C:3]=1[CH2:9][S:10]([C:13]1[CH:14]=[C:15]2[C:19](=[CH:20][CH:21]=1)[NH:18][C:17](=[O:22])/[C:16]/2=[CH:23]\[C:24]1[NH:28][C:27]([CH3:29])=[C:26]([CH2:30][C:31]([NH:44][CH2:43][CH2:42][N:38]2[CH2:39][CH2:40][CH2:41][CH:36]([F:35])[CH2:37]2)=[O:32])[C:25]=1[CH3:34])(=[O:12])=[O:11].